This data is from Peptide-MHC class II binding affinity with 134,281 pairs from IEDB. The task is: Regression. Given a peptide amino acid sequence and an MHC pseudo amino acid sequence, predict their binding affinity value. This is MHC class II binding data. (1) The peptide sequence is EKKYFAATQFEPLDA. The MHC is HLA-DPA10201-DPB10501 with pseudo-sequence HLA-DPA10201-DPB10501. The binding affinity (normalized) is 0.820. (2) The peptide sequence is SKLLNLKHDLQKSGV. The MHC is DRB1_0101 with pseudo-sequence DRB1_0101. The binding affinity (normalized) is 0.534. (3) The peptide sequence is CFWYIPPSLRTLEDNEERMS. The MHC is DRB1_0401 with pseudo-sequence DRB1_0401. The binding affinity (normalized) is 0.251. (4) The peptide sequence is DENPVVHFFKNIVTPRTPPP. The MHC is DRB1_0701 with pseudo-sequence DRB1_0701. The binding affinity (normalized) is 0.684. (5) The peptide sequence is RTLILLMLTNPTKRN. The MHC is DRB5_0101 with pseudo-sequence DRB5_0101. The binding affinity (normalized) is 0.924. (6) The peptide sequence is EGHHLASAAILGHDG. The MHC is DRB1_0401 with pseudo-sequence DRB1_0401. The binding affinity (normalized) is 0.431. (7) The peptide sequence is PNTDGIHIGDSSKVT. The MHC is DRB5_0101 with pseudo-sequence DRB5_0101. The binding affinity (normalized) is 0.121. (8) The peptide sequence is FEIKCTKPEACSGEPVVVHI. The MHC is DRB1_1001 with pseudo-sequence DRB1_1001. The binding affinity (normalized) is 0.466.